From a dataset of Full USPTO retrosynthesis dataset with 1.9M reactions from patents (1976-2016). Predict the reactants needed to synthesize the given product. Given the product [Cl:38][C:35]1[CH:34]=[CH:33][C:32]([NH:31][S:28]([C:25]2[CH:26]=[CH:27][C:22]([NH:1][CH2:2][CH2:3][N:4]3[CH2:9][CH2:8][O:7][CH2:6][CH2:5]3)=[CH:23][CH:24]=2)(=[O:30])=[O:29])=[CH:37][CH:36]=1, predict the reactants needed to synthesize it. The reactants are: [NH2:1][CH2:2][CH2:3][N:4]1[CH2:9][CH2:8][O:7][CH2:6][CH2:5]1.[Li]CCCC.CCCCCC.F[C:22]1[CH:27]=[CH:26][C:25]([S:28]([NH:31][C:32]2[CH:37]=[CH:36][C:35]([Cl:38])=[CH:34][CH:33]=2)(=[O:30])=[O:29])=[CH:24][CH:23]=1.